This data is from Forward reaction prediction with 1.9M reactions from USPTO patents (1976-2016). The task is: Predict the product of the given reaction. (1) Given the reactants [CH3:1][C:2]1[O:6][N:5]=[C:4]([C:7]2[CH:12]=[CH:11][CH:10]=[CH:9][CH:8]=2)[C:3]=1[CH2:13][O:14][C:15]1[CH:23]=[CH:22][C:18]([C:19]([OH:21])=O)=[CH:17][N:16]=1.[NH2:24][CH2:25][CH2:26][CH:27]([OH:29])[CH3:28], predict the reaction product. The product is: [OH:29][CH:27]([CH3:28])[CH2:26][CH2:25][NH:24][C:19](=[O:21])[C:18]1[CH:22]=[CH:23][C:15]([O:14][CH2:13][C:3]2[C:4]([C:7]3[CH:8]=[CH:9][CH:10]=[CH:11][CH:12]=3)=[N:5][O:6][C:2]=2[CH3:1])=[N:16][CH:17]=1. (2) Given the reactants [CH3:1][O:2][C:3](=[O:12])[C:4]1[CH:9]=[C:8]([OH:10])[CH:7]=[C:6]([OH:11])[CH:5]=1.C(=O)([O-])[O-].[K+].[K+].[C:19](Cl)(=[O:26])[C:20]1[CH:25]=[CH:24][CH:23]=[CH:22][CH:21]=1.C(OC(C)C)(=O)C, predict the reaction product. The product is: [OH:11][C:6]1[CH:5]=[C:4]([CH:9]=[C:8]([O:10][C:19]([C:20]2[CH:25]=[CH:24][CH:23]=[CH:22][CH:21]=2)=[O:26])[CH:7]=1)[C:3]([O:2][CH3:1])=[O:12]. (3) Given the reactants C([O:3][C:4](=O)[CH2:5][CH:6]1[S:10][C:9]([C:11]2[NH:12][C:13]3[C:18]([CH:19]=2)=[CH:17][C:16]([O:20][C:21]2[CH:26]=[CH:25][C:24]([S:27]([CH3:30])(=[O:29])=[O:28])=[CH:23][CH:22]=2)=[CH:15][C:14]=3[O:31][CH:32]2[CH2:37][CH2:36][O:35][CH2:34][CH2:33]2)=[N:8][CH2:7]1)C.[BH4-].[Li+].O.CO, predict the reaction product. The product is: [CH3:30][S:27]([C:24]1[CH:23]=[CH:22][C:21]([O:20][C:16]2[CH:17]=[C:18]3[C:13](=[C:14]([O:31][CH:32]4[CH2:37][CH2:36][O:35][CH2:34][CH2:33]4)[CH:15]=2)[NH:12][C:11]([C:9]2[S:10][CH:6]([CH2:5][CH2:4][OH:3])[CH2:7][N:8]=2)=[CH:19]3)=[CH:26][CH:25]=1)(=[O:29])=[O:28]. (4) Given the reactants [C:1]([O:4][C:5]1[CH:6]=[C:7]2[C:12](=[CH:13][C:14]=1[O:15][CH3:16])[N:11]=[C:10]([C:17]1[CH:22]=[CH:21][CH:20]=[C:19]([N+:23]([O-:25])=[O:24])[CH:18]=1)[N:9]=[C:8]2Cl)(=[O:3])[CH3:2].[NH2:27][C:28]1[CH:29]=[C:30]2[C:34](=[CH:35][CH:36]=1)[N:33]([C:37]([O:39][C:40]([CH3:43])([CH3:42])[CH3:41])=[O:38])[N:32]=[CH:31]2, predict the reaction product. The product is: [C:1]([O:4][C:5]1[CH:6]=[C:7]2[C:12](=[CH:13][C:14]=1[O:15][CH3:16])[N:11]=[C:10]([C:17]1[CH:22]=[CH:21][CH:20]=[C:19]([N+:23]([O-:25])=[O:24])[CH:18]=1)[N:9]=[C:8]2[NH:27][C:28]1[CH:29]=[C:30]2[C:34](=[CH:35][CH:36]=1)[N:33]([C:37]([O:39][C:40]([CH3:43])([CH3:42])[CH3:41])=[O:38])[N:32]=[CH:31]2)(=[O:3])[CH3:2]. (5) Given the reactants [Cl-].[NH3+:2][CH2:3][C@@:4]1([OH:12])[CH:9]2[CH2:10][CH2:11][NH+:6]([CH2:7][CH2:8]2)[CH2:5]1.[Cl-].C(=O)([O-])[O-].[Cs+].[Cs+].[N:20]([C:23]1[N:24]=[CH:25][C:26]2[C:31]([CH:32]=1)=[CH:30][C:29]([O:33][CH3:34])=[C:28]([O:35][CH3:36])[CH:27]=2)=[C:21]=S.C(=NC(C)C)=NC(C)C, predict the reaction product. The product is: [CH3:34][O:33][C:29]1[CH:30]=[C:31]2[C:26](=[CH:27][C:28]=1[O:35][CH3:36])[CH:25]=[N:24][C:23]([NH:20][C:21]1[O:12][C@:4]3([CH2:3][N:2]=1)[CH:9]1[CH2:8][CH2:7][N:6]([CH2:11][CH2:10]1)[CH2:5]3)=[CH:32]2. (6) Given the reactants CC1(C)C(C)(C)OB([C:9]2[CH:14]=[CH:13][C:12]([C:15]3[C:16]([OH:21])=[CH:17][CH:18]=[CH:19][CH:20]=3)=[CH:11][CH:10]=2)O1.Br[C:24]1[CH:25]=[C:26]2[C:30](=[CH:31][C:32]=1[Cl:33])[NH:29][CH:28]=[C:27]2[C:34]([O:36][CH3:37])=[O:35].C(=O)([O-])[O-].[K+].[K+].S([O-])(O)(=O)=O.[Na+], predict the reaction product. The product is: [Cl:33][C:32]1[CH:31]=[C:30]2[C:26]([C:27]([C:34]([O:36][CH3:37])=[O:35])=[CH:28][NH:29]2)=[CH:25][C:24]=1[C:9]1[CH:10]=[CH:11][C:12]([C:15]2[CH:20]=[CH:19][CH:18]=[CH:17][C:16]=2[OH:21])=[CH:13][CH:14]=1. (7) Given the reactants [NH2:1][C:2]1[N:3]=[C:4]([C:11]#[N:12])[C:5]([C:9]#[N:10])=[N:6][C:7]=1Cl.[Cl:13][C:14]1[C:19]([Cl:20])=[CH:18][CH:17]=[CH:16][C:15]=1[S:21](Cl)(=[O:23])=[O:22].[CH3:25][O-:26].[Na+], predict the reaction product. The product is: [Cl:13][C:14]1[C:19]([Cl:20])=[CH:18][CH:17]=[CH:16][C:15]=1[S:21]([NH:1][C:2]1[C:7]([O:26][CH3:25])=[N:6][C:5]([C:9]#[N:10])=[C:4]([C:11]#[N:12])[N:3]=1)(=[O:23])=[O:22].